Dataset: Reaction yield outcomes from USPTO patents with 853,638 reactions. Task: Predict the reaction yield, written as a fraction of the theoretical maximum amount of product (1.0 means a 100% yield; for example, 0.34 means a 34% yield). (1) The reactants are Cl[C:2]1[CH:9]=[C:8]([F:10])[CH:7]=[CH:6][C:3]=1[C:4]#[N:5].[NH2:11][C:12]1[CH:17]=[CH:16][CH:15]=[CH:14][C:13]=1B1OC(C)(C)C(C)(C)O1.C1C2CC3(N)CC(C2)CC1C3.Cl.C(=O)([O-])[O-].[Cs+].[Cs+]. The catalyst is C([O-])(=O)C.[Pd+2].C([O-])(=O)C.C(Cl)Cl.O.O1CCOCC1. The product is [F:10][C:8]1[CH:7]=[CH:6][C:3]2[C:2]([CH:9]=1)=[C:13]1[C:12]([CH:17]=[CH:16][CH:15]=[CH:14]1)=[N:11][C:4]=2[NH2:5]. The yield is 0.320. (2) The catalyst is C(OCC)(=O)C. The reactants are [NH2:1][C:2]1[C:3]([C:7](Cl)=[N:8][OH:9])=[N:4][O:5][N:6]=1.[CH3:11][O:12][CH2:13][CH2:14][NH2:15].C(N(CC)CC)C. The yield is 1.19. The product is [NH2:1][C:2]1[C:3]([C:7](=[N:8][OH:9])[NH:15][CH2:14][CH2:13][O:12][CH3:11])=[N:4][O:5][N:6]=1. (3) The reactants are [CH2:1]([NH:3][C:4]1[C:13]([CH:14]=[O:15])=[CH:12][C:11]2[C:6](=[CH:7][C:8]([F:18])=[C:9]([O:16][CH3:17])[CH:10]=2)[N:5]=1)[CH3:2].[BH4-].[Na+]. The catalyst is C1COCC1. The product is [CH2:1]([NH:3][C:4]1[C:13]([CH2:14][OH:15])=[CH:12][C:11]2[C:6](=[CH:7][C:8]([F:18])=[C:9]([O:16][CH3:17])[CH:10]=2)[N:5]=1)[CH3:2]. The yield is 0.580. (4) The reactants are [CH3:1][O:2][C:3](=[O:20])[C@H:4]([NH:12][C:13]([O:15][C:16]([CH3:19])([CH3:18])[CH3:17])=[O:14])[C:5]1[CH:10]=[CH:9][C:8](Cl)=[CH:7][CH:6]=1.C1(P(C2CCCCC2)C2C=CC=CC=2C2C(OC)=CC=CC=2OC)CCCCC1.P([O-])([O-])([O-])=O.[K+].[K+].[K+].[C:58]([Si:62]([CH3:100])([CH3:99])[O:63][CH:64]([C:95]([CH3:98])([CH3:97])[CH3:96])[CH2:65][CH2:66][C:67]1[CH:72]=[CH:71][C:70]([C:73]([C:78]2[CH:83]=[CH:82][C:81](B3OC(C)(C)C(C)(C)O3)=[C:80]([CH3:93])[CH:79]=2)([CH2:76][CH3:77])[CH2:74][CH3:75])=[CH:69][C:68]=1[CH3:94])([CH3:61])([CH3:60])[CH3:59]. The catalyst is C1(C)C=CC=CC=1.C([O-])(=O)C.[Pd+2].C([O-])(=O)C.O. The product is [CH3:1][O:2][C:3](=[O:20])[C@H:4]([NH:12][C:13]([O:15][C:16]([CH3:19])([CH3:18])[CH3:17])=[O:14])[C:5]1[CH:10]=[CH:9][C:8]([C:81]2[CH:82]=[CH:83][C:78]([C:73]([C:70]3[CH:71]=[CH:72][C:67]([CH2:66][CH2:65][CH:64]([O:63][Si:62]([C:58]([CH3:61])([CH3:60])[CH3:59])([CH3:99])[CH3:100])[C:95]([CH3:98])([CH3:97])[CH3:96])=[C:68]([CH3:94])[CH:69]=3)([CH2:74][CH3:75])[CH2:76][CH3:77])=[CH:79][C:80]=2[CH3:93])=[CH:7][CH:6]=1. The yield is 0.710. (5) The reactants are [CH3:1][O:2][C:3](=[O:16])[C:4]1[CH:9]=[CH:8][C:7](F)=[C:6]([O:11][C:12]([F:15])([F:14])[F:13])[CH:5]=1.Cl.[CH3:18][NH:19][CH3:20].C(=O)([O-])[O-].[K+].[K+]. The catalyst is CS(C)=O. The product is [CH3:1][O:2][C:3](=[O:16])[C:4]1[CH:9]=[CH:8][C:7]([N:19]([CH3:20])[CH3:18])=[C:6]([O:11][C:12]([F:15])([F:14])[F:13])[CH:5]=1. The yield is 0.690.